This data is from Forward reaction prediction with 1.9M reactions from USPTO patents (1976-2016). The task is: Predict the product of the given reaction. (1) Given the reactants [CH:1]1([N:6]([CH3:33])[C:7]2[C:8]([CH3:32])=[C:9]([CH:23]=[C:24]([N:26]3[CH2:31][CH2:30][NH:29][CH2:28][CH2:27]3)[CH:25]=2)[C:10]([NH:12][CH2:13][C:14]2[C:15](=[O:22])[NH:16][C:17]([CH3:21])=[CH:18][C:19]=2[CH3:20])=[O:11])[CH2:5][CH2:4][CH2:3][CH2:2]1.C=O.[C:36]([BH3-])#N.[Na+], predict the reaction product. The product is: [CH:1]1([N:6]([CH3:33])[C:7]2[C:8]([CH3:32])=[C:9]([CH:23]=[C:24]([N:26]3[CH2:31][CH2:30][N:29]([CH3:36])[CH2:28][CH2:27]3)[CH:25]=2)[C:10]([NH:12][CH2:13][C:14]2[C:15](=[O:22])[NH:16][C:17]([CH3:21])=[CH:18][C:19]=2[CH3:20])=[O:11])[CH2:5][CH2:4][CH2:3][CH2:2]1. (2) The product is: [CH3:1][O:2][C:3](=[O:12])[C:4]1[CH:9]=[CH:8][C:7]([CH3:10])=[CH:6][C:5]=1[O:11][CH:13]([CH3:18])[CH3:14]. Given the reactants [CH3:1][O:2][C:3](=[O:12])[C:4]1[CH:9]=[CH:8][C:7]([CH3:10])=[CH:6][C:5]=1[OH:11].[C:13]1(P(C2C=CC=CC=2)C2C=CC=CC=2)[CH:18]=CC=C[CH:14]=1.C(O)(C)C.CC(OC(/N=N/C(OC(C)C)=O)=O)C, predict the reaction product. (3) Given the reactants [Cl:1][C:2]1[C:3](I)=[CH:4][C:5]([O:24][CH3:25])=[C:6]([C:8]([N:10]2[CH2:15][CH2:14][N:13]([C:16]3[C:21]([CH3:22])=[CH:20][C:19]([CH3:23])=[CH:18][N:17]=3)[CH2:12][CH2:11]2)=[O:9])[CH:7]=1.[CH3:27][C@@H:28]1[CH2:32][O:31][C:30](=[O:33])[NH:29]1, predict the reaction product. The product is: [ClH:1].[Cl:1][C:2]1[CH:7]=[C:6]([C:8]([N:10]2[CH2:15][CH2:14][N:13]([C:16]3[C:21]([CH3:22])=[CH:20][C:19]([CH3:23])=[CH:18][N:17]=3)[CH2:12][CH2:11]2)=[O:9])[C:5]([O:24][CH3:25])=[CH:4][C:3]=1[N:29]1[C@H:28]([CH3:27])[CH2:32][O:31][C:30]1=[O:33]. (4) Given the reactants Cl[CH2:2][C:3]([O:5][CH2:6][CH3:7])=[O:4].[C:8]([O-:11])([O-])=O.[K+].[K+].[CH3:14][N:15]1CCN[CH2:17][CH2:16]1, predict the reaction product. The product is: [O:11]1[CH2:8][CH2:14][N:15]([CH2:2][C:3]([O:5][CH2:6][CH3:7])=[O:4])[CH2:16][CH2:17]1.